From a dataset of Catalyst prediction with 721,799 reactions and 888 catalyst types from USPTO. Predict which catalyst facilitates the given reaction. (1) Reactant: [NH2:1][C:2]1[N:3]=[CH:4][C:5]([C:14]2[S:15][C:16]([N:19]([CH:27]([CH3:29])[CH3:28])[C:20](=[O:26])[O:21][C:22]([CH3:25])([CH3:24])[CH3:23])=[CH:17][N:18]=2)=[N:6][C:7]=1[C:8]1[CH:13]=[CH:12][CH:11]=[CH:10][CH:9]=1.Cl[CH2:31][CH:32]=O. Product: [CH:27]([N:19]([C:16]1[S:15][C:14]([C:5]2[N:6]=[C:7]([C:8]3[CH:13]=[CH:12][CH:11]=[CH:10][CH:9]=3)[C:2]3[N:3]([CH:31]=[CH:32][N:1]=3)[CH:4]=2)=[N:18][CH:17]=1)[C:20](=[O:26])[O:21][C:22]([CH3:23])([CH3:24])[CH3:25])([CH3:29])[CH3:28]. The catalyst class is: 14. (2) Reactant: [CH3:1][C:2]1[C:10]2[C:9](=[O:11])[NH:8][C:7]([CH2:12][CH2:13][CH3:14])=[N:6][C:5]=2[O:4][N:3]=1.C[Si](C)(C)[N-][Si](C)(C)C.[Li+].[CH2:25](Br)[C:26]1[CH:31]=[CH:30][CH:29]=[CH:28][CH:27]=1.[Na+].[I-]. Product: [CH2:25]([N:8]1[C:9](=[O:11])[C:10]2[C:2]([CH3:1])=[N:3][O:4][C:5]=2[N:6]=[C:7]1[CH2:12][CH2:13][CH3:14])[C:26]1[CH:31]=[CH:30][CH:29]=[CH:28][CH:27]=1. The catalyst class is: 1. (3) Product: [Si:23]([O:30][CH2:31][C:32]1[N:37]=[C:36]([CH2:38][O:39][C:12]2[C:21]3[C:16](=[CH:17][CH:18]=[CH:19][CH:20]=3)[C:15]([Cl:22])=[N:14][N:13]=2)[CH:35]=[CH:34][CH:33]=1)([C:26]([CH3:29])([CH3:28])[CH3:27])([CH3:25])[CH3:24]. Reactant: C[Si]([N-][Si](C)(C)C)(C)C.[Na+].Cl[C:12]1[C:21]2[C:16](=[CH:17][CH:18]=[CH:19][CH:20]=2)[C:15]([Cl:22])=[N:14][N:13]=1.[Si:23]([O:30][CH2:31][C:32]1[N:37]=[C:36]([CH2:38][OH:39])[CH:35]=[CH:34][CH:33]=1)([C:26]([CH3:29])([CH3:28])[CH3:27])([CH3:25])[CH3:24].CN(C=O)C. The catalyst class is: 1. (4) The catalyst class is: 25. Product: [OH:3][C:4]1[CH:13]=[CH:12][C:7]([C:8]([O:10][CH3:11])=[O:9])=[CH:6][C:5]=1[CH2:14][O:15][CH3:16]. Reactant: CO.[OH:3][C:4]1[CH:13]=[CH:12][C:7]([C:8]([O:10][CH3:11])=[O:9])=[CH:6][C:5]=1[CH2:14][OH:15].[CH3:16]C1C=CC(S(O)(=O)=O)=CC=1. (5) The catalyst class is: 12. Reactant: CC(C)([O-])C.[K+].[F:7]/[C:8](/[C:23]1[CH:27]=[C:26]([CH3:28])[NH:25][N:24]=1)=[CH:9]\[C:10]1[CH:15]=[CH:14][C:13]([C:16]([CH3:22])([CH3:21])[C:17]([F:20])([F:19])[F:18])=[CH:12][CH:11]=1.CS(O[CH2:34][C:35]1[CH:40]=[CH:39][CH:38]=[C:37]([CH2:41][C:42]([OH:45])([CH3:44])[CH3:43])[CH:36]=1)(=O)=O. Product: [F:7]/[C:8](/[C:23]1[CH:27]=[C:26]([CH3:28])[N:25]([CH2:34][C:35]2[CH:36]=[C:37]([CH2:41][C:42]([CH3:44])([OH:45])[CH3:43])[CH:38]=[CH:39][CH:40]=2)[N:24]=1)=[CH:9]\[C:10]1[CH:15]=[CH:14][C:13]([C:16]([CH3:22])([CH3:21])[C:17]([F:20])([F:19])[F:18])=[CH:12][CH:11]=1. (6) Reactant: [SH:1][C:2]1[CH:7]=[CH:6][C:5]([C:8]([C:24]2[CH:29]=[CH:28][C:27]([SH:30])=[CH:26][CH:25]=2)=[C:9]([C:17]2[CH:22]=[CH:21][C:20]([SH:23])=[CH:19][CH:18]=2)[C:10]2[CH:15]=[CH:14][C:13]([SH:16])=[CH:12][CH:11]=2)=[CH:4][CH:3]=1.[H-].[Na+].Br[CH2:34][CH2:35][C:36]#[N:37]. Product: [C:36]([CH2:35][CH2:34][S:1][C:2]1[CH:3]=[CH:4][C:5]([C:8]([C:24]2[CH:25]=[CH:26][C:27]([S:30][CH2:34][CH2:35][C:36]#[N:37])=[CH:28][CH:29]=2)=[C:9]([C:17]2[CH:22]=[CH:21][C:20]([S:23][CH2:34][CH2:35][C:36]#[N:37])=[CH:19][CH:18]=2)[C:10]2[CH:11]=[CH:12][C:13]([S:16][CH2:34][CH2:35][C:36]#[N:37])=[CH:14][CH:15]=2)=[CH:6][CH:7]=1)#[N:37]. The catalyst class is: 1.